This data is from Peptide-MHC class II binding affinity with 134,281 pairs from IEDB. The task is: Regression. Given a peptide amino acid sequence and an MHC pseudo amino acid sequence, predict their binding affinity value. This is MHC class II binding data. (1) The binding affinity (normalized) is 0.236. The peptide sequence is GELQIPDKIDAAFKI. The MHC is DRB3_0202 with pseudo-sequence DRB3_0202. (2) The peptide sequence is MAGAGPAPMLAAAAG. The MHC is DRB4_0101 with pseudo-sequence DRB4_0103. The binding affinity (normalized) is 0.365.